This data is from Peptide-MHC class II binding affinity with 134,281 pairs from IEDB. The task is: Regression. Given a peptide amino acid sequence and an MHC pseudo amino acid sequence, predict their binding affinity value. This is MHC class II binding data. (1) The peptide sequence is AAAQKEVSGVKGFTL. The MHC is HLA-DQA10501-DQB10402 with pseudo-sequence HLA-DQA10501-DQB10402. The binding affinity (normalized) is 0.417. (2) The peptide sequence is ILVTVNPIASTNDDE. The MHC is DRB1_0801 with pseudo-sequence DRB1_0801. The binding affinity (normalized) is 0.252. (3) The peptide sequence is DIHRLEPVKCDTLLC. The MHC is DRB4_0103 with pseudo-sequence DRB4_0103. The binding affinity (normalized) is 0.523. (4) The peptide sequence is PTPLAKEDFLRCLVK. The MHC is HLA-DPA10301-DPB10402 with pseudo-sequence HLA-DPA10301-DPB10402. The binding affinity (normalized) is 0.701. (5) The peptide sequence is EKKYFAATQIEPLAA. The MHC is HLA-DPA10201-DPB10101 with pseudo-sequence HLA-DPA10201-DPB10101. The binding affinity (normalized) is 0.897. (6) The peptide sequence is EKEYFAATQFEPLAA. The MHC is HLA-DQA10501-DQB10301 with pseudo-sequence HLA-DQA10501-DQB10301. The binding affinity (normalized) is 0.492. (7) The peptide sequence is EKLKKVLEVYEARLS. The MHC is DRB3_0101 with pseudo-sequence DRB3_0101. The binding affinity (normalized) is 0.0398. (8) The MHC is HLA-DQA10103-DQB10603 with pseudo-sequence HLA-DQA10103-DQB10603. The binding affinity (normalized) is 0. The peptide sequence is KKPFALLLVLAGWLFHV.